From a dataset of Catalyst prediction with 721,799 reactions and 888 catalyst types from USPTO. Predict which catalyst facilitates the given reaction. (1) Reactant: [CH2:1]([O:8][CH2:9][C:10]1[N:15]=[CH:14][N:13]=[C:12]([O:16][C:17]2[CH:18]=[C:19]3[C:23](=[CH:24][CH:25]=2)[NH:22][CH:21]=[CH:20]3)[CH:11]=1)[C:2]1[CH:7]=[CH:6][CH:5]=[CH:4][CH:3]=1.C1N=CN([C:31]([N:33]2C=N[CH:35]=[CH:34]2)=[O:32])C=1.[CH3:38][O:39][C:40]1[CH:46]=CC(N)=[CH:42][C:41]=1[C:47]([F:50])([F:49])[F:48]. Product: [CH2:1]([O:8][CH2:9][C:10]1[N:15]=[CH:14][N:13]=[C:12]([O:16][C:17]2[CH:18]=[C:19]3[C:23](=[CH:24][CH:25]=2)[N:22]([C:31]([NH:33][C:34]2[CH:35]=[CH:46][C:40]([O:39][CH3:38])=[C:41]([C:47]([F:50])([F:49])[F:48])[CH:42]=2)=[O:32])[CH:21]=[CH:20]3)[CH:11]=1)[C:2]1[CH:3]=[CH:4][CH:5]=[CH:6][CH:7]=1. The catalyst class is: 279. (2) Reactant: [Cl-:1].[NH3+:2][CH2:3][CH2:4][CH2:5][CH2:6][C:7]([C:9]1[CH:10]=[NH+:11][CH:12]=[CH:13][CH:14]=1)=O.[Cl-].[N:16]1[CH:21]=[CH:20][CH:19]=[C:18]([CH:22]=O)[CH:17]=1.Cl. Product: [ClH:1].[ClH:1].[ClH:1].[N:16]1[CH:21]=[CH:20][CH:19]=[C:18]([C:22]2[C:6](=[CH:7][C:9]3[CH:10]=[N:11][CH:12]=[CH:13][CH:14]=3)[CH2:5][CH2:4][CH2:3][N:2]=2)[CH:17]=1. The catalyst class is: 502. (3) Reactant: Cl[C:2]([O:4][CH2:5][CH3:6])=[O:3].[Br:7][C:8]1[CH:14]=[CH:13][CH:12]=[CH:11][C:9]=1[NH2:10]. Product: [CH2:5]([O:4][C:2](=[O:3])[NH:10][C:9]1[CH:11]=[CH:12][CH:13]=[CH:14][C:8]=1[Br:7])[CH3:6]. The catalyst class is: 17. (4) Reactant: [C:1]1([C:7]2[CH:12]=[CH:11][C:10]([OH:13])=[CH:9][CH:8]=2)[CH:6]=[CH:5][CH:4]=[CH:3][CH:2]=1.CC(C)([O-])C.[K+].[O:20]1[CH2:25][CH2:24][CH2:23]OS1(=O)=O. Product: [C:7]1([C:1]2[CH:2]=[CH:3][CH:4]=[CH:5][CH:6]=2)[CH:8]=[CH:9][C:10]([O:13][CH2:23][CH2:24][CH2:25][OH:20])=[CH:11][CH:12]=1. The catalyst class is: 1. (5) Reactant: [F:1][C:2]1[CH:3]=[N:4][CH:5]=[CH:6][CH:7]=1.C([Li])CCC.C(NC(C)C)(C)C.[C:20](=[O:22])=[O:21].Cl. Product: [F:1][C:2]1[CH:3]=[N:4][CH:5]=[CH:6][C:7]=1[C:20]([OH:22])=[O:21]. The catalyst class is: 7. (6) Product: [F:8][C:4]1[CH:5]=[CH:6][CH:7]=[C:2]([F:1])[C:3]=1[C:9]1[N:13]([CH3:14])[N:12]=[C:11]([CH3:15])[C:10]=1[I:16]. The catalyst class is: 9. Reactant: [F:1][C:2]1[CH:7]=[CH:6][CH:5]=[C:4]([F:8])[C:3]=1[C:9]1[N:13]([CH3:14])[N:12]=[C:11]([CH3:15])[CH:10]=1.[I:16]N1C(=O)CCC1=O.